From a dataset of Reaction yield outcomes from USPTO patents with 853,638 reactions. Predict the reaction yield, written as a fraction of the theoretical maximum amount of product (1.0 means a 100% yield; for example, 0.34 means a 34% yield). (1) The reactants are [Br:1][C:2]1[CH:11]=[C:10]2[C:5]([N:6]=[CH:7][C:8](Cl)=[N:9]2)=[CH:4][CH:3]=1.O.[NH2:14][NH2:15]. The catalyst is C(O)C. The product is [Br:1][C:2]1[CH:11]=[C:10]2[C:5]([N:6]=[CH:7][C:8]([NH:14][NH2:15])=[N:9]2)=[CH:4][CH:3]=1. The yield is 0.870. (2) The reactants are [CH3:1][C:2]([Si:5]([CH3:18])([CH3:17])[O:6][CH2:7][CH2:8][C:9]1[O:10][C:11]([CH2:14][CH2:15][OH:16])=[CH:12][CH:13]=1)([CH3:4])[CH3:3].[H-].[Na+].[CH2:21](Br)[C:22]1[CH:27]=[CH:26][CH:25]=[CH:24][CH:23]=1.O. The catalyst is C1COCC1.[I-].C([N+](CCCC)(CCCC)CCCC)CCC. The product is [CH3:4][C:2]([Si:5]([CH3:18])([CH3:17])[O:6][CH2:7][CH2:8][C:9]1[O:10][C:11]([CH2:14][CH2:15][O:16][CH2:21][C:22]2[CH:27]=[CH:26][CH:25]=[CH:24][CH:23]=2)=[CH:12][CH:13]=1)([CH3:1])[CH3:3]. The yield is 0.826.